This data is from Forward reaction prediction with 1.9M reactions from USPTO patents (1976-2016). The task is: Predict the product of the given reaction. (1) Given the reactants ClC1C=C(C=CC=1)C(OO)=[O:6].[CH3:12][C:13]([CH3:45])([CH2:17][O:18][C:19]1[CH:24]=[CH:23][C:22]([C:25]2[CH:34]=[C:33]3[C:28]([C:29]([C:36](=[O:44])[NH:37][C:38]4[CH:43]=[CH:42][CH:41]=[CH:40][CH:39]=4)=[CH:30][C:31]([CH3:35])=[N:32]3)=[CH:27][CH:26]=2)=[CH:21][N:20]=1)[C:14]([OH:16])=[O:15], predict the reaction product. The product is: [C:14]([C:13]([CH3:45])([CH3:12])[CH2:17][O:18][C:19]1[N:20]=[CH:21][C:22]([C:25]2[CH:34]=[C:33]3[C:28]([C:29]([C:36](=[O:44])[NH:37][C:38]4[CH:43]=[CH:42][CH:41]=[CH:40][CH:39]=4)=[CH:30][C:31]([CH3:35])=[N+:32]3[O-:6])=[CH:27][CH:26]=2)=[CH:23][CH:24]=1)([OH:16])=[O:15]. (2) Given the reactants [CH3:1][O:2][C:3]1[CH:8]=[CH:7][C:6]([S:9]([N:12]([CH2:20][C:21]2[CH:29]=[CH:28][C:24]([C:25]([OH:27])=O)=[CH:23][CH:22]=2)[CH2:13][C:14]2[CH:15]=[N:16][CH:17]=[CH:18][CH:19]=2)(=[O:11])=[O:10])=[CH:5][CH:4]=1.[Cl:30][C:31]1[CH:32]=[C:33]([CH:36]=[CH:37][CH:38]=1)[CH2:34][NH2:35], predict the reaction product. The product is: [Cl:30][C:31]1[CH:32]=[C:33]([CH:36]=[CH:37][CH:38]=1)[CH2:34][NH:35][C:25](=[O:27])[C:24]1[CH:23]=[CH:22][C:21]([CH2:20][N:12]([S:9]([C:6]2[CH:5]=[CH:4][C:3]([O:2][CH3:1])=[CH:8][CH:7]=2)(=[O:11])=[O:10])[CH2:13][C:14]2[CH:15]=[N:16][CH:17]=[CH:18][CH:19]=2)=[CH:29][CH:28]=1.